From a dataset of Blood-brain barrier permeability classification from the B3DB database. Regression/Classification. Given a drug SMILES string, predict its absorption, distribution, metabolism, or excretion properties. Task type varies by dataset: regression for continuous measurements (e.g., permeability, clearance, half-life) or binary classification for categorical outcomes (e.g., BBB penetration, CYP inhibition). Dataset: b3db_classification. (1) The drug is CN(C)C(=O)O[C@H]1N=C(c2ccccc2)c2cc(Cl)ccc2N(C)C1=O. The result is 1 (penetrates BBB). (2) The drug is CCC1(O)C(=O)OCc2c1cc1n(c2=O)Cc2cc3ccccc3nc2-1. The result is 0 (does not penetrate BBB). (3) The molecule is CNCC=C(c1ccc(Br)cc1)c1cccnc1. The result is 1 (penetrates BBB). (4) The compound is Cc1cccc(Cl)c1NC(=O)/C=C1\SCC(=O)N1C. The result is 1 (penetrates BBB). (5) The result is 1 (penetrates BBB). The molecule is Cc1cn(C2CC(NN=N)C(CO)O2)c(=O)[nH]c1=O. (6) The result is 1 (penetrates BBB). The compound is O=C1C(O)N=C(c2ccccc2F)c2cc(Cl)ccc2N1CCO.